This data is from Retrosynthesis with 50K atom-mapped reactions and 10 reaction types from USPTO. The task is: Predict the reactants needed to synthesize the given product. (1) Given the product COC(=O)[C@H](Cc1ccc(Br)cc1)NC(=O)c1cc(Cl)ccc1O, predict the reactants needed to synthesize it. The reactants are: COC(=O)C(N)Cc1ccc(Br)cc1.O=C(O)c1cc(Cl)ccc1O. (2) Given the product Cc1ccc(-c2cc(C(F)(F)F)nn2-c2ccc(S(=O)(=O)N(CCN(C)C)C(=O)OC(C)(C)C)cc2)cc1, predict the reactants needed to synthesize it. The reactants are: CN(C)CCCl.Cc1ccc(-c2cc(C(F)(F)F)nn2-c2ccc(S(=O)(=O)NC(=O)OC(C)(C)C)cc2)cc1. (3) The reactants are: CCCC1(CCC)C(=O)C(C(=O)OCC)=C(O)c2ccccc21.Nc1ccccc1S(N)(=O)=O. Given the product CCCC1(CCC)C(=O)C(C(=O)Nc2ccccc2S(N)(=O)=O)=C(O)c2ccccc21, predict the reactants needed to synthesize it. (4) Given the product [O-][n+]1c(Cl)cncc1Cl, predict the reactants needed to synthesize it. The reactants are: Clc1cncc(Cl)n1.O=S(=O)([O-])OOS(=O)(=O)[O-]. (5) Given the product COC(=O)c1ccc(OCC(C)(C)c2ccc3c(c2)C(C)(C)CCC3(C)C)cc1, predict the reactants needed to synthesize it. The reactants are: CC(C)(CO)c1ccc2c(c1)C(C)(C)CCC2(C)C.COC(=O)c1ccc(O)cc1. (6) Given the product COc1ccc(C2=NN(C3CCN(C(=O)[C@H](N)Cc4cn(C)c5ccccc45)CC3)C(=O)[C@@H]3CCCC[C@H]23)cc1OC, predict the reactants needed to synthesize it. The reactants are: COc1ccc(C2=NN(C3CCN(C(=O)[C@@H](Cc4cn(C)c5ccccc45)NC(=O)OC(C)(C)C)CC3)C(=O)[C@@H]3CCCC[C@H]23)cc1OC. (7) The reactants are: Cc1ccc(C(=O)Cl)cc1.N#CN. Given the product Cc1ccc(C(=O)NC#N)cc1, predict the reactants needed to synthesize it.